This data is from Full USPTO retrosynthesis dataset with 1.9M reactions from patents (1976-2016). The task is: Predict the reactants needed to synthesize the given product. (1) The reactants are: [Cl:1][C:2]1[CH:7]=[C:6]([CH3:8])[CH:5]=[C:4]([CH3:9])[C:3]=1[CH:10]([C:15]([O:17]C)=[O:16])[C:11]([O:13]C)=[O:12].CO.[OH-].[K+]. Given the product [Cl:1][C:2]1[CH:7]=[C:6]([CH3:8])[CH:5]=[C:4]([CH3:9])[C:3]=1[CH:10]([C:15]([OH:17])=[O:16])[C:11]([OH:13])=[O:12], predict the reactants needed to synthesize it. (2) Given the product [F:19][C:14]1[CH:13]=[C:12]([C:7]2[CH:8]=[N:9][C:10]3[C:5]([N:6]=2)=[C:4]([C:20]([NH:22][CH2:23][C:24]([OH:26])=[O:25])=[O:21])[C:3]([OH:29])=[C:2]([C:37]2[CH:38]=[CH:39][C:34]([O:33][CH:30]([CH3:32])[CH3:31])=[CH:35][CH:36]=2)[CH:11]=3)[CH:17]=[CH:16][C:15]=1[F:18], predict the reactants needed to synthesize it. The reactants are: Br[C:2]1[CH:11]=[C:10]2[C:5]([N:6]=[C:7]([C:12]3[CH:17]=[CH:16][C:15]([F:18])=[C:14]([F:19])[CH:13]=3)[CH:8]=[N:9]2)=[C:4]([C:20]([NH:22][CH2:23][C:24]([O:26]CC)=[O:25])=[O:21])[C:3]=1[OH:29].[CH:30]([O:33][C:34]1[CH:39]=[CH:38][C:37](B(O)O)=[CH:36][CH:35]=1)([CH3:32])[CH3:31].C(=O)([O-])[O-].[K+].[K+].[OH-].[Na+]. (3) Given the product [S:32]1[C:36]2[CH:37]=[CH:38][CH:39]=[CH:40][C:35]=2[N:34]=[C:33]1[NH:41][C:42]([N:4]1[CH2:5][CH2:6][O:1][C:2]2[CH:10]=[CH:9][C:8]([C:11]3[S:12][C:13]([N:21]([CH3:31])[CH2:22][CH2:23][O:24][C:25]4[CH:26]=[CH:27][CH:28]=[CH:29][CH:30]=4)=[C:14]([C:16]([O:18][CH2:19][CH3:20])=[O:17])[N:15]=3)=[CH:7][C:3]1=2)=[O:43], predict the reactants needed to synthesize it. The reactants are: [O:1]1[CH2:6][CH2:5][NH:4][C:3]2[CH:7]=[C:8]([C:11]3[S:12][C:13]([N:21]([CH3:31])[CH2:22][CH2:23][O:24][C:25]4[CH:30]=[CH:29][CH:28]=[CH:27][CH:26]=4)=[C:14]([C:16]([O:18][CH2:19][CH3:20])=[O:17])[N:15]=3)[CH:9]=[CH:10][C:2]1=2.[S:32]1[C:36]2[CH:37]=[CH:38][CH:39]=[CH:40][C:35]=2[N:34]=[C:33]1[NH:41][C:42](=O)[O:43]C1C=CC([N+]([O-])=O)=CC=1. (4) Given the product [Br:7][C:8]1[CH:15]=[C:14]([F:16])[C:13]([F:17])=[CH:12][C:9]=1[CH:10]1[O:21][CH2:20][CH2:19][CH2:18][O:11]1, predict the reactants needed to synthesize it. The reactants are: C1C=CC=CC=1.[Br:7][C:8]1[CH:15]=[C:14]([F:16])[C:13]([F:17])=[CH:12][C:9]=1[CH:10]=[O:11].[CH2:18](O)[CH2:19][CH2:20][OH:21].CC1C=CC(S(O)(=O)=O)=CC=1.